This data is from Forward reaction prediction with 1.9M reactions from USPTO patents (1976-2016). The task is: Predict the product of the given reaction. (1) Given the reactants C([NH:5][S:6]([C:9]1[CH:10]=[C:11]([C:15]2[CH:20]=[CH:19][CH:18]=[C:17]([C:21]3[CH2:22][C:23](=[O:39])[NH:24][C:25]4[CH:31]=[C:30]([C:32]([F:35])([F:34])[F:33])[C:29]([O:36][CH2:37][CH3:38])=[CH:28][C:26]=4[N:27]=3)[CH:16]=2)[CH:12]=[CH:13][CH:14]=1)(=[O:8])=[O:7])(C)(C)C.C(O)(C(F)(F)F)=O, predict the reaction product. The product is: [CH2:37]([O:36][C:29]1[C:30]([C:32]([F:35])([F:34])[F:33])=[CH:31][C:25]2[NH:24][C:23](=[O:39])[CH2:22][C:21]([C:17]3[CH:16]=[C:15]([C:11]4[CH:12]=[CH:13][CH:14]=[C:9]([S:6]([NH2:5])(=[O:7])=[O:8])[CH:10]=4)[CH:20]=[CH:19][CH:18]=3)=[N:27][C:26]=2[CH:28]=1)[CH3:38]. (2) Given the reactants [F:1][C:2]([F:13])([F:12])[C:3]1[CH:8]=[CH:7][C:6]([CH2:9][C:10]#[N:11])=[CH:5][CH:4]=1.Br[CH2:15][CH2:16]Cl.[OH-].[Na+], predict the reaction product. The product is: [F:1][C:2]([F:12])([F:13])[C:3]1[CH:4]=[CH:5][C:6]([C:9]2([C:10]#[N:11])[CH2:16][CH2:15]2)=[CH:7][CH:8]=1.